This data is from In vitro SARS-CoV-2 activity screen of 1,480 approved drugs from Prestwick library. The task is: Binary Classification. Given a drug SMILES string, predict its activity (active/inactive) in a high-throughput screening assay against a specified biological target. (1) The drug is CCCN1C[C@H](CSC)C[C@@H]2c3cccc4[nH]cc(c34)C[C@H]21.CS(=O)(=O)O. The result is 1 (active). (2) The drug is C/C(=C(/CCO)SSCC1CCCO1)N(C=O)Cc1cnc(C)nc1N.Cl. The result is 1 (active). (3) The molecule is Nc1nc(NC2CC2)c2ncn([C@H]3C=C[C@@H](CO)C3)c2n1.Nc1nc(NC2CC2)c2ncn([C@H]3C=C[C@@H](CO)C3)c2n1.O=S(=O)(O)O. The result is 0 (inactive). (4) The result is 0 (inactive). The compound is Cl.O.O.O=C1CC[C@@]2(O)[C@H]3Cc4ccc(O)c5c4[C@@]2(CCN3CC2CC2)[C@H]1O5. (5) The result is 0 (inactive). The compound is CC(=O)c1ccc2c(c1)N(CCCN1CCC(CCO)CC1)c1ccccc1S2. (6) The drug is Cl.Cl.Fc1ccc(C(c2ccc(F)cc2)N2CCN(C/C=C/c3ccccc3)CC2)cc1. The result is 0 (inactive). (7) The drug is CCCOc1ccccc1-c1nc2n[nH]nc2c(=O)[nH]1. The result is 0 (inactive).